From a dataset of Catalyst prediction with 721,799 reactions and 888 catalyst types from USPTO. Predict which catalyst facilitates the given reaction. (1) Reactant: [CH2:1]([C:5]1[C:6](=O)[CH2:7][CH2:8][C:9]2([CH3:20])[C:18]=1[CH2:17][CH2:16][C:15]1[C:10]2=[CH:11][CH:12]=[C:13]([OH:19])[CH:14]=1)[CH2:2][CH2:3][CH3:4]. Product: [CH2:1]([C:5]1[CH2:6][CH2:7][CH2:8][C:9]2([CH3:20])[C:18]=1[CH2:17][CH2:16][C:15]1[CH:14]=[C:13]([OH:19])[CH:12]=[CH:11][C:10]2=1)[CH2:2][CH2:3][CH3:4]. The catalyst class is: 10. (2) Reactant: CN(C(O[N:9]1[N:18]=NC2C=CC(=CC1=2)Cl)=[N+](C)C)C.F[P-](F)(F)(F)(F)F.[NH2:26][C@H:27]([C:32]([O:34]C)=O)[CH2:28][CH:29]([CH3:31])[CH3:30].[NH:36]([C:44]([O:46]C(C)(C)C)=O)[C@H:37]([CH:42]=[O:43])[CH2:38][CH:39]([CH3:41])[CH3:40].[NH:51]([N:62]=[N+:63]=[N-:64])[C@H:52](C=O)[CH2:53][C:54]1[CH:59]=[CH:58][CH:57]=[CH:56][CH:55]=1.O.NN. Product: [NH:51]([N:62]=[N+:63]=[N-:64])[C@H:52]([C:44]([NH:36][C@H:37]([C:42]([NH:26][C@H:27]([C:32]([NH:9][NH2:18])=[O:34])[CH2:28][CH:29]([CH3:30])[CH3:31])=[O:43])[CH2:38][CH:39]([CH3:40])[CH3:41])=[O:46])[CH2:53][C:54]1[CH:59]=[CH:58][CH:57]=[CH:56][CH:55]=1. The catalyst class is: 442. (3) Reactant: [CH2:1]([O:3][C:4](=[O:14])[CH2:5][C:6]1[CH:11]=[CH:10][C:9]([OH:12])=[C:8]([F:13])[CH:7]=1)[CH3:2].Br[CH2:16][C:17]([C:19]1[CH:24]=[CH:23][CH:22]=[CH:21][CH:20]=1)=[O:18].C(=O)([O-])[O-].[K+].[K+]. Product: [CH2:1]([O:3][C:4](=[O:14])[CH2:5][C:6]1[CH:11]=[CH:10][C:9]([O:12][CH2:16][C:17](=[O:18])[C:19]2[CH:24]=[CH:23][CH:22]=[CH:21][CH:20]=2)=[C:8]([F:13])[CH:7]=1)[CH3:2]. The catalyst class is: 10. (4) Reactant: [C:1]([NH:8][C@@H:9]([C:11](O)=O)[CH3:10])([O:3][C:4]([CH3:7])([CH3:6])[CH3:5])=[O:2].CN1CCOCC1.C(OC(Cl)=O)C(C)C.[NH2:29][C:30]1[N:38]=[CH:37][CH:36]=[CH:35][C:31]=1[C:32]([OH:34])=O.[I:39][C:40]1[CH:46]=[CH:45][C:43]([NH2:44])=[CH:42][CH:41]=1. Product: [I:39][C:40]1[CH:46]=[CH:45][C:43]([N:44]2[C:32](=[O:34])[C:31]3[CH:35]=[CH:36][CH:37]=[N:38][C:30]=3[N:29]=[C:11]2[C@H:9]([NH:8][C:1](=[O:2])[O:3][C:4]([CH3:5])([CH3:6])[CH3:7])[CH3:10])=[CH:42][CH:41]=1. The catalyst class is: 2. (5) Reactant: Cl[C:2]([C:4]1[CH:5]=[C:6]2[C:11](=[CH:12][CH:13]=1)[C:9](=[O:10])[O:8][CH2:7]2)=[O:3].N1C2C(=CC=CC=2)C=CC=1.[S]. Product: [CH:2]([C:4]1[CH:5]=[C:6]2[C:11](=[CH:12][CH:13]=1)[C:9](=[O:10])[O:8][CH2:7]2)=[O:3]. The catalyst class is: 304. (6) Reactant: Br[C:2]1[N:7]=[C:6]([NH:8][C:9](=[O:14])[C:10]([CH3:13])([CH3:12])[CH3:11])[CH:5]=[CH:4][CH:3]=1.Cl[P:16]([C:23]1[CH:28]=[CH:27][CH:26]=[CH:25][CH:24]=1)[C:17]1[CH:22]=[CH:21][CH:20]=[CH:19][CH:18]=1.O. Product: [C:23]1([P:16]([C:17]2[CH:18]=[CH:19][CH:20]=[CH:21][CH:22]=2)[C:2]2[N:7]=[C:6]([NH:8][C:9](=[O:14])[C:10]([CH3:13])([CH3:12])[CH3:11])[CH:5]=[CH:4][CH:3]=2)[CH:24]=[CH:25][CH:26]=[CH:27][CH:28]=1. The catalyst class is: 27. (7) Reactant: FC(F)(F)C(O)=O.C([SiH](CC)CC)C.[CH3:15][O:16][C:17]([C:19]1[CH:20]=[C:21]2[C:25](=[CH:26][CH:27]=1)[NH:24][C:23]([S:28][CH3:29])=[CH:22]2)=[O:18].[Cl:30][C:31]1[CH:38]=[C:37]([Cl:39])[CH:36]=[CH:35][C:32]=1[CH:33]=O. Product: [Cl:30][C:31]1[CH:38]=[C:37]([Cl:39])[CH:36]=[CH:35][C:32]=1[CH2:33][C:22]1[C:21]2[C:25](=[CH:26][CH:27]=[C:19]([C:17]([O:16][CH3:15])=[O:18])[CH:20]=2)[NH:24][C:23]=1[S:28][CH3:29]. The catalyst class is: 2. (8) Reactant: [BH4-].[Na+].[CH3:3][O:4][C:5]1[CH:14]=[CH:13][C:8]([C:9](OC)=[O:10])=[CH:7][N:6]=1. Product: [CH3:3][O:4][C:5]1[N:6]=[CH:7][C:8]([CH2:9][OH:10])=[CH:13][CH:14]=1. The catalyst class is: 8.